From a dataset of Forward reaction prediction with 1.9M reactions from USPTO patents (1976-2016). Predict the product of the given reaction. Given the reactants [CH2:1]([O:4][CH2:5][C:6]1[C:10]2[N:11]([CH3:27])[CH:12]=[C:13]([C:16]([NH:18][CH2:19][C:20]3[CH:25]=[CH:24][C:23]([Cl:26])=[CH:22][CH:21]=3)=[O:17])[C:14](=[O:15])[C:9]=2[S:8][C:7]=1[CH:28]=[O:29])[CH:2]=[CH2:3].C(O)(=O)C.C(O[BH-](OC(=O)C)OC(=O)C)(=O)C.[Na+], predict the reaction product. The product is: [CH2:1]([O:4][CH2:5][C:6]1[C:10]2[N:11]([CH3:27])[CH:12]=[C:13]([C:16]([NH:18][CH2:19][C:20]3[CH:25]=[CH:24][C:23]([Cl:26])=[CH:22][CH:21]=3)=[O:17])[C:14](=[O:15])[C:9]=2[S:8][C:7]=1[CH2:28][OH:29])[CH:2]=[CH2:3].